From a dataset of Blood-brain barrier permeability classification from the B3DB database. Regression/Classification. Given a drug SMILES string, predict its absorption, distribution, metabolism, or excretion properties. Task type varies by dataset: regression for continuous measurements (e.g., permeability, clearance, half-life) or binary classification for categorical outcomes (e.g., BBB penetration, CYP inhibition). Dataset: b3db_classification. (1) The molecule is [C-]#[N+]C(=C\c1ccc(O)cc1)/C(=C/c1ccc(O)cc1)[N+]#[C-]. The result is 0 (does not penetrate BBB). (2) The compound is CN(C)C(=O)COC1c2ccccc2CCc2ccccc21. The result is 1 (penetrates BBB). (3) The molecule is CN1C(=O)NC(=O)[C@@](C)(C2=CCCCC2)C1=O. The result is 1 (penetrates BBB). (4) The compound is c1ccc(C2(c3ccccc3)OC[C@H]([C@H]3CCCCN3)O2)cc1. The result is 1 (penetrates BBB). (5) The drug is COc1ccc(-c2cc(=O)c3c(O)cc(OC4OC(COC5OC(C)C(O)C(O)C5O)C(O)C(O)C4O)cc3o2)cc1O. The result is 0 (does not penetrate BBB). (6) The compound is CS(=O)(=O)[C@@H]1[C@H](c2ccc3c(c2)OCO3)[C@@]1(N)CO. The result is 0 (does not penetrate BBB).